This data is from Full USPTO retrosynthesis dataset with 1.9M reactions from patents (1976-2016). The task is: Predict the reactants needed to synthesize the given product. (1) Given the product [CH3:11][O:10][C:7]1[CH:8]=[CH:9][C:4]([CH:3]([CH3:2])[C:24]([OH:26])=[O:25])=[CH:5][CH:6]=1, predict the reactants needed to synthesize it. The reactants are: Br[C:2](Br)=[CH:3][C:4]1[CH:9]=[CH:8][C:7]([O:10][CH3:11])=[CH:6][CH:5]=1.C([Li])CCC.CCCCCC.[C:24](=[O:26])=[O:25].O. (2) Given the product [CH3:36][S:37]([CH2:40][C:41]1[N:45]([CH:11]2[CH2:12][CH2:13][N:14]([C:17]3[CH:22]=[CH:21][C:20]([N:23]4[CH2:27][C@H:26]([CH2:28][NH:29][C:30](=[O:32])[CH3:31])[O:25][C:24]4=[O:33])=[CH:19][C:18]=3[F:34])[CH2:15][CH2:16]2)[N:44]=[N:43][N:42]=1)(=[O:39])=[O:38], predict the reactants needed to synthesize it. The reactants are: C1(C)C=CC(S(O[CH:11]2[CH2:16][CH2:15][N:14]([C:17]3[CH:22]=[CH:21][C:20]([N:23]4[CH2:27][C@H:26]([CH2:28][NH:29][C:30](=[O:32])[CH3:31])[O:25][C:24]4=[O:33])=[CH:19][C:18]=3[F:34])[CH2:13][CH2:12]2)(=O)=O)=CC=1.[CH3:36][S:37]([CH2:40][C:41]1[NH:45][N:44]=[N:43][N:42]=1)(=[O:39])=[O:38].C([O-])([O-])=O.[K+].[K+]. (3) The reactants are: [OH:1][C@H:2]1[CH2:6][NH:5][C:4](=[O:7])[CH2:3]1.N1C=CN=C1.[CH3:13][C:14]([Si:17](Cl)([CH3:19])[CH3:18])([CH3:16])[CH3:15].O. Given the product [Si:17]([O:1][C@H:2]1[CH2:6][NH:5][C:4](=[O:7])[CH2:3]1)([C:14]([CH3:16])([CH3:15])[CH3:13])([CH3:19])[CH3:18], predict the reactants needed to synthesize it. (4) Given the product [Cl:24][C:25]1[CH:26]=[C:27]([C:6]2[N:7]=[C:8]([N:10]3[C:14]4[CH:15]=[C:16]([O:21][CH3:22])[C:17]([O:19][CH3:20])=[CH:18][C:13]=4[N:12]=[CH:11]3)[S:9][C:5]=2[C:3]([OH:2])=[O:4])[CH:28]=[CH:29][C:30]=1[Cl:31], predict the reactants needed to synthesize it. The reactants are: C[O:2][C:3]([C:5]1[S:9][C:8]([N:10]2[C:14]3[CH:15]=[C:16]([O:21][CH3:22])[C:17]([O:19][CH3:20])=[CH:18][C:13]=3[N:12]=[CH:11]2)=[N:7][C:6]=1Br)=[O:4].[Cl:24][C:25]1[CH:26]=[C:27](B(O)O)[CH:28]=[CH:29][C:30]=1[Cl:31]. (5) Given the product [ClH:16].[CH3:17][N:18]([CH2:20][C:14]1[S:13][C:5]2[NH:6][C:7](=[O:12])[C:8]3[CH:9]=[CH:10][CH:11]=[C:2]([OH:1])[C:3]=3[C:4]=2[N:15]=1)[CH3:19], predict the reactants needed to synthesize it. The reactants are: [OH:1][C:2]1[C:3]2[C:4]3[N:15]=[CH:14][S:13][C:5]=3[NH:6][C:7](=[O:12])[C:8]=2[CH:9]=[CH:10][CH:11]=1.[Cl-:16].[CH3:17][N+:18]([CH3:20])=[CH2:19].